This data is from Full USPTO retrosynthesis dataset with 1.9M reactions from patents (1976-2016). The task is: Predict the reactants needed to synthesize the given product. (1) Given the product [CH3:12][O:11][P:10]([CH2:14][CH2:15][N:16]1[CH2:17][CH2:18][N:19]([C:55]([C:48]2[C:49]3[CH:50]=[CH:51][CH:52]=[N:53][C:54]=3[C:45]([O:44][CH:31]([C:38]3[CH:43]=[CH:42][CH:41]=[CH:40][CH:39]=3)[C:32]3[CH:33]=[CH:34][CH:35]=[CH:36][CH:37]=3)=[C:46]3[C:60](=[O:61])[N:59]([CH2:62][C:63]4[CH:64]=[CH:65][C:66]([F:69])=[CH:67][CH:68]=4)[CH2:58][C:47]=23)=[O:56])[CH2:20][CH2:21]1)(=[O:13])[O:9][CH3:8], predict the reactants needed to synthesize it. The reactants are: FC(F)(F)C([O-])=O.[CH3:8][O:9][P:10]([CH2:14][CH2:15][N:16]1[CH2:21][CH2:20][NH:19][CH2:18][CH2:17]1)(=[O:13])[O:11][CH3:12].C(N(C(C)C)CC)(C)C.[CH:31]([O:44][C:45]1[C:54]2[N:53]=[CH:52][CH:51]=[CH:50][C:49]=2[C:48]([C:55](O)=[O:56])=[C:47]2[CH2:58][N:59]([CH2:62][C:63]3[CH:68]=[CH:67][C:66]([F:69])=[CH:65][CH:64]=3)[C:60](=[O:61])[C:46]=12)([C:38]1[CH:43]=[CH:42][CH:41]=[CH:40][CH:39]=1)[C:32]1[CH:37]=[CH:36][CH:35]=[CH:34][CH:33]=1.CN(C(ON1N=NC2C=CC=NC1=2)=[N+](C)C)C.F[P-](F)(F)(F)(F)F. (2) Given the product [F:18][C:14]1([F:17])[CH2:15][CH2:16][NH:11][C@@H:12]([C:19]([NH:21][C@H:22]([C:24]2[CH:33]=[CH:32][C:27]([C:28]([O:30][CH3:31])=[O:29])=[CH:26][CH:25]=2)[CH3:23])=[O:20])[CH2:13]1, predict the reactants needed to synthesize it. The reactants are: C(OC([N:11]1[CH2:16][CH2:15][C:14]([F:18])([F:17])[CH2:13][C@@H:12]1[C:19]([NH:21][C@H:22]([C:24]1[CH:33]=[CH:32][C:27]([C:28]([O:30][CH3:31])=[O:29])=[CH:26][CH:25]=1)[CH3:23])=[O:20])=O)C1C=CC=CC=1.